This data is from Forward reaction prediction with 1.9M reactions from USPTO patents (1976-2016). The task is: Predict the product of the given reaction. (1) Given the reactants [Br:1][C:2]1[CH:7]=[CH:6][C:5]([S:8](Cl)(=[O:10])=[O:9])=[CH:4][CH:3]=1.[NH2:12][C:13]1[N:17]([CH3:18])[N:16]=[C:15]([O:19][CH3:20])[C:14]=1[C:21]1[CH:29]=[CH:28][C:24]2[O:25][CH2:26][O:27][C:23]=2[CH:22]=1.CN(C1C=CC=CN=1)C, predict the reaction product. The product is: [O:25]1[C:24]2[CH:28]=[CH:29][C:21]([C:14]3[C:15]([O:19][CH3:20])=[N:16][N:17]([CH3:18])[C:13]=3[NH:12][S:8]([C:5]3[CH:6]=[CH:7][C:2]([Br:1])=[CH:3][CH:4]=3)(=[O:10])=[O:9])=[CH:22][C:23]=2[O:27][CH2:26]1. (2) The product is: [Si:5]([O:8][CH2:9][C:10]1[CH:15]=[C:14]([O:16][CH3:17])[CH:13]=[CH:12][C:11]=1[NH2:18])([C:1]([CH3:4])([CH3:3])[CH3:2])([CH3:6])[CH3:7]. Given the reactants [C:1]([Si:5]([O:8][CH2:9][C:10]1[CH:15]=[C:14]([O:16][CH3:17])[CH:13]=[CH:12][C:11]=1[N+:18]([O-])=O)([CH3:7])[CH3:6])([CH3:4])([CH3:3])[CH3:2], predict the reaction product.